This data is from Forward reaction prediction with 1.9M reactions from USPTO patents (1976-2016). The task is: Predict the product of the given reaction. (1) Given the reactants Cl.[NH2:2][CH2:3][CH2:4][CH2:5][CH2:6][N:7]1[CH2:13][CH2:12][CH2:11][CH:10]([N:14]2[N:23]=[C:22]([CH2:24][C:25]3[CH:30]=[CH:29][C:28]([Cl:31])=[CH:27][CH:26]=3)[C:21]3[C:16](=[CH:17][CH:18]=[CH:19][CH:20]=3)[C:15]2=[O:32])[CH2:9][CH2:8]1.[CH:33]1([N:37]2[CH2:43][CH2:42][C:41]3[CH:44]=[CH:45][C:46]([C:48]([OH:50])=[O:49])=[CH:47][C:40]=3[CH2:39][CH2:38]2)[CH2:36][CH2:35][CH2:34]1.CCN(CC)CC.CN(C(ON1N=NC2C=CC=CC1=2)=[N+](C)C)C.[B-](F)(F)(F)F, predict the reaction product. The product is: [CH:48]([OH:50])=[O:49].[CH:48]([OH:50])=[O:49].[Cl:31][C:28]1[CH:29]=[CH:30][C:25]([CH2:24][C:22]2[C:21]3[C:16](=[CH:17][CH:18]=[CH:19][CH:20]=3)[C:15](=[O:32])[N:14]([CH:10]3[CH2:11][CH2:12][CH2:13][N:7]([CH2:6][CH2:5][CH2:4][CH2:3][NH:2][C:48]([C:46]4[CH:45]=[CH:44][C:41]5[CH2:42][CH2:43][N:37]([CH:33]6[CH2:36][CH2:35][CH2:34]6)[CH2:38][CH2:39][C:40]=5[CH:47]=4)=[O:49])[CH2:8][CH2:9]3)[N:23]=2)=[CH:26][CH:27]=1. (2) The product is: [Cl:1][C:2]1[CH:3]=[CH:4][C:5]([O:11][CH3:12])=[C:6]([C:7](=[O:9])[CH2:26][C:25]([O:31][CH2:32][CH3:33])=[O:30])[CH:10]=1. Given the reactants [Cl:1][C:2]1[CH:3]=[CH:4][C:5]([O:11][CH3:12])=[C:6]([CH:10]=1)[C:7]([OH:9])=O.C1N=CN(C(N2C=NC=C2)=O)C=1.[C:25]([O:31][CH2:32][CH3:33])(=[O:30])[CH2:26]C([O-])=O.[K+].[Cl-].[Mg+2].[Cl-], predict the reaction product. (3) Given the reactants [C:1]([C:3]1[CH:4]=[C:5]([N:9]([N:17]([C:21]([NH:23][C:24]2[CH:29]=[CH:28][C:27](I)=[CH:26][CH:25]=2)=[O:22])[CH2:18][CH2:19][CH3:20])[C:10]([O:12][C:13]([CH3:16])([CH3:15])[CH3:14])=[O:11])[CH:6]=[CH:7][CH:8]=1)#[N:2].[C:31]([NH:35][S:36]([C:39]1[CH:44]=[CH:43][CH:42]=[CH:41][C:40]=1B(O)O)(=[O:38])=[O:37])([CH3:34])([CH3:33])[CH3:32].C(=O)([O-])[O-].[Na+].[Na+], predict the reaction product. The product is: [C:13]([O:12][C:10]([N:9]([C:5]1[CH:6]=[CH:7][CH:8]=[C:3]([C:1]#[N:2])[CH:4]=1)[N:17]([CH2:18][CH2:19][CH3:20])[C:21]([NH:23][C:24]1[CH:29]=[CH:28][C:27]([C:40]2[C:39]([S:36]([NH:35][C:31]([CH3:34])([CH3:33])[CH3:32])(=[O:37])=[O:38])=[CH:44][CH:43]=[CH:42][CH:41]=2)=[CH:26][CH:25]=1)=[O:22])=[O:11])([CH3:16])([CH3:15])[CH3:14].